From a dataset of Forward reaction prediction with 1.9M reactions from USPTO patents (1976-2016). Predict the product of the given reaction. Given the reactants [Br:1][C:2]1[CH:3]=[C:4]2[C:9](=[CH:10][CH:11]=1)[N:8]=[CH:7][C:6]([C:12](=[O:16])[CH2:13][CH2:14][CH3:15])=[C:5]2Cl.[CH3:18][N:19]([CH2:21][C:22]1[CH:28]=[CH:27][C:25]([NH2:26])=[CH:24][CH:23]=1)[CH3:20], predict the reaction product. The product is: [Br:1][C:2]1[CH:3]=[C:4]2[C:9](=[CH:10][CH:11]=1)[N:8]=[CH:7][C:6]([C:12](=[O:16])[CH2:13][CH2:14][CH3:15])=[C:5]2[NH:26][C:25]1[CH:24]=[CH:23][C:22]([CH2:21][N:19]([CH3:20])[CH3:18])=[CH:28][CH:27]=1.